Dataset: Catalyst prediction with 721,799 reactions and 888 catalyst types from USPTO. Task: Predict which catalyst facilitates the given reaction. (1) Reactant: [Cl:1][C:2]1[N:7]=[C:6](Cl)[CH:5]=[CH:4][N:3]=1.C(N(CC)CC)C.[C:16]([C:18]1[CH:19]=[CH:20][C:21]([O:31][CH3:32])=[C:22]([NH:24][C:25](=[O:30])[C:26]([F:29])([F:28])[F:27])[CH:23]=1)#[CH:17]. Product: [Cl:1][C:2]1[N:7]=[C:6]([C:17]#[C:16][C:18]2[CH:19]=[CH:20][C:21]([O:31][CH3:32])=[C:22]([NH:24][C:25](=[O:30])[C:26]([F:27])([F:28])[F:29])[CH:23]=2)[CH:5]=[CH:4][N:3]=1. The catalyst class is: 540. (2) Reactant: Br[C:2]1[CH:9]=[C:8]([O:10][CH:11]2[CH2:16][CH2:15][CH2:14][CH2:13][O:12]2)[CH:7]=[C:6]([O:17][CH3:18])[C:3]=1[CH:4]=[O:5].CC([O-])=O.[K+].[B:24]1([B:24]2[O:28][C:27]([CH3:30])([CH3:29])[C:26]([CH3:32])([CH3:31])[O:25]2)[O:28][C:27]([CH3:30])([CH3:29])[C:26]([CH3:32])([CH3:31])[O:25]1. Product: [CH3:18][O:17][C:6]1[CH:7]=[C:8]([O:10][CH:11]2[CH2:16][CH2:15][CH2:14][CH2:13][O:12]2)[CH:9]=[C:2]([B:24]2[O:28][C:27]([CH3:30])([CH3:29])[C:26]([CH3:32])([CH3:31])[O:25]2)[C:3]=1[CH:4]=[O:5]. The catalyst class is: 75. (3) Reactant: [C:1]([O:5][C:6]([N:8]1[CH2:13][C@H:12]([CH2:14][C:15]2[N:16]([CH3:21])[N:17]=[C:18]([CH3:20])[CH:19]=2)[NH:11][CH2:10][C@H:9]1[CH3:22])=[O:7])([CH3:4])([CH3:3])[CH3:2].Cl.Cl[CH2:25][C:26]([N:28]1[C:36]2[C:31](=[N:32][CH:33]=[C:34]([CH2:37][C:38]3[CH:43]=[CH:42][C:41]([F:44])=[CH:40][C:39]=3[F:45])[CH:35]=2)[C:30]([CH3:47])([CH3:46])[CH2:29]1)=[O:27].C([O-])([O-])=O.[K+].[K+]. Product: [C:1]([O:5][C:6]([N:8]1[CH2:13][C@H:12]([CH2:14][C:15]2[N:16]([CH3:21])[N:17]=[C:18]([CH3:20])[CH:19]=2)[N:11]([CH2:25][C:26]([N:28]2[C:36]3[C:31](=[N:32][CH:33]=[C:34]([CH2:37][C:38]4[CH:43]=[CH:42][C:41]([F:44])=[CH:40][C:39]=4[F:45])[CH:35]=3)[C:30]([CH3:47])([CH3:46])[CH2:29]2)=[O:27])[CH2:10][C@H:9]1[CH3:22])=[O:7])([CH3:3])([CH3:2])[CH3:4]. The catalyst class is: 23. (4) The catalyst class is: 2. Product: [CH:1]1([N:6]2[C:15]3[N:14]=[C:13]([NH:16][C:17]4[CH:25]=[CH:24][C:20]([C:21]([NH:63][CH:64]5[CH2:68][CH2:67][N:66]([C:69]([O:71][C:72]([CH3:75])([CH3:74])[CH3:73])=[O:70])[CH2:65]5)=[O:23])=[CH:19][C:18]=4[O:26][CH3:27])[N:12]=[CH:11][C:10]=3[N:9]([CH3:28])[C:8](=[O:29])[C@H:7]2[CH2:30][CH3:31])[CH2:2][CH2:3][CH2:4][CH2:5]1. Reactant: [CH:1]1([N:6]2[C:15]3[N:14]=[C:13]([NH:16][C:17]4[CH:25]=[CH:24][C:20]([C:21]([OH:23])=O)=[CH:19][C:18]=4[O:26][CH3:27])[N:12]=[CH:11][C:10]=3[N:9]([CH3:28])[C:8](=[O:29])[C@H:7]2[CH2:30][CH3:31])[CH2:5][CH2:4][CH2:3][CH2:2]1.CN(C(ON1N=NC2C=CC=CC1=2)=[N+](C)C)C.[B-](F)(F)(F)F.CCN(C(C)C)C(C)C.[NH2:63][CH:64]1[CH2:68][CH2:67][N:66]([C:69]([O:71][C:72]([CH3:75])([CH3:74])[CH3:73])=[O:70])[CH2:65]1. (5) Product: [Cl:6][C:7]1[CH:11]=[C:10]([C:12]2[O:14][C:32](=[O:33])[C:31]3[CH:35]=[C:36]([I:40])[CH:37]=[C:38]([CH3:39])[C:30]=3[N:29]=2)[N:9]([C:15]2[C:20]([Cl:21])=[CH:19][CH:18]=[CH:17][N:16]=2)[N:8]=1. The catalyst class is: 47. Reactant: CS(Cl)(=O)=O.[Cl:6][C:7]1[CH:11]=[C:10]([C:12]([OH:14])=O)[N:9]([C:15]2[C:20]([Cl:21])=[CH:19][CH:18]=[CH:17][N:16]=2)[N:8]=1.C(N(CC)CC)C.[NH2:29][C:30]1[C:38]([CH3:39])=[CH:37][C:36]([I:40])=[CH:35][C:31]=1[C:32](O)=[O:33].